Predict the reactants needed to synthesize the given product. From a dataset of Full USPTO retrosynthesis dataset with 1.9M reactions from patents (1976-2016). Given the product [Cl:1][C:2]1[CH:8]=[C:7]([O:9][C:10]2[C:19]3[C:14](=[CH:15][C:16]([O:22][CH3:23])=[C:17]([O:20][CH3:21])[CH:18]=3)[N:13]=[CH:12][N:11]=2)[CH:6]=[CH:5][C:3]=1[NH:4][C:35]([NH:50][CH2:49][CH2:48][N:47]([CH2:43][CH2:44][CH2:45][CH3:46])[CH2:51][CH2:52][CH2:53][CH3:54])=[O:41], predict the reactants needed to synthesize it. The reactants are: [Cl:1][C:2]1[CH:8]=[C:7]([O:9][C:10]2[C:19]3[C:14](=[CH:15][C:16]([O:22][CH3:23])=[C:17]([O:20][CH3:21])[CH:18]=3)[N:13]=[CH:12][N:11]=2)[CH:6]=[CH:5][C:3]=1[NH2:4].C(N(CC)CC)C.ClC(Cl)(O[C:35](=[O:41])OC(Cl)(Cl)Cl)Cl.[CH2:43]([N:47]([CH2:51][CH2:52][CH2:53][CH3:54])[CH2:48][CH2:49][NH2:50])[CH2:44][CH2:45][CH3:46].